Dataset: Catalyst prediction with 721,799 reactions and 888 catalyst types from USPTO. Task: Predict which catalyst facilitates the given reaction. (1) Reactant: [C:1]([C:3]1[CH:8]=[CH:7][C:6]([NH:9][CH2:10][C:11]2[N:15]([CH3:16])[C:14]3[CH:17]=[CH:18][C:19]([C:21]([N:23]([C:29]4[CH:34]=[CH:33][CH:32]=[CH:31][CH:30]=4)[CH2:24][CH2:25][C:26](O)=[O:27])=[O:22])=[CH:20][C:13]=3[N:12]=2)=[CH:5][CH:4]=1)#[N:2].F[B-](F)(F)F.N1(OC(N(C)C)=[N+](C)C)C2C=CC=CC=2N=N1.CN1CCOCC1.[C:64]([O:68][C:69](=[O:76])[NH:70][CH2:71][CH2:72][CH2:73][CH2:74][NH2:75])([CH3:67])([CH3:66])[CH3:65]. Product: [C:64]([O:68][C:69](=[O:76])[NH:70][CH2:71][CH2:72][CH2:73][CH2:74][NH:75][C:26](=[O:27])[CH2:25][CH2:24][N:23]([C:21]([C:19]1[CH:18]=[CH:17][C:14]2[N:15]([CH3:16])[C:11]([CH2:10][NH:9][C:6]3[CH:5]=[CH:4][C:3]([C:1]#[N:2])=[CH:8][CH:7]=3)=[N:12][C:13]=2[CH:20]=1)=[O:22])[C:29]1[CH:34]=[CH:33][CH:32]=[CH:31][CH:30]=1)([CH3:67])([CH3:65])[CH3:66]. The catalyst class is: 384. (2) Reactant: [CH3:1][O:2][CH2:3][C:4]([CH2:35][O:36][CH3:37])([CH3:34])[C:5]([O:7][CH:8]([N:10]1[C:14]2[CH:15]=[CH:16][CH:17]=[CH:18][C:13]=2[N:12]=[C:11]1[S:19][CH2:20][C:21]1[C:26]([CH3:27])=[C:25]([O:28][CH2:29][C:30]([F:33])([F:32])[F:31])[CH:24]=[CH:23][N:22]=1)[CH3:9])=[O:6].ClC1C=C(C=CC=1)C(OO)=[O:43]. Product: [CH3:37][O:36][CH2:35][C:4]([CH2:3][O:2][CH3:1])([CH3:34])[C:5]([O:7][CH:8]([N:10]1[C:14]2[CH:15]=[CH:16][CH:17]=[CH:18][C:13]=2[N:12]=[C:11]1[S:19]([CH2:20][C:21]1[C:26]([CH3:27])=[C:25]([O:28][CH2:29][C:30]([F:33])([F:31])[F:32])[CH:24]=[CH:23][N:22]=1)=[O:43])[CH3:9])=[O:6]. The catalyst class is: 11. (3) Reactant: C(Cl)(=O)C(Cl)=O.CS(C)=O.[Br:11][C:12]1[CH:17]=[CH:16][C:15]([C@:18]([NH:42][C@H:43]([CH2:49][OH:50])[CH2:44][C:45]([F:48])([CH3:47])[CH3:46])([C:38]([F:41])([F:40])[F:39])[C:19]#[C:20][CH2:21][CH2:22][CH2:23][C@H:24]2[CH2:28][O:27][C:26]([CH3:30])([CH3:29])[N:25]2[C:31]([O:33][C:34]([CH3:37])([CH3:36])[CH3:35])=[O:32])=[CH:14][CH:13]=1.C(N(CC)CC)C. Product: [Br:11][C:12]1[CH:17]=[CH:16][C:15]([C@:18]([NH:42][C@H:43]([CH:49]=[O:50])[CH2:44][C:45]([F:48])([CH3:47])[CH3:46])([C:38]([F:41])([F:40])[F:39])[C:19]#[C:20][CH2:21][CH2:22][CH2:23][C@H:24]2[CH2:28][O:27][C:26]([CH3:29])([CH3:30])[N:25]2[C:31]([O:33][C:34]([CH3:37])([CH3:36])[CH3:35])=[O:32])=[CH:14][CH:13]=1. The catalyst class is: 4. (4) Reactant: [OH2:1].O.P([O-])(O)(O)=O.[Na+].CC(=CC)C.Cl([O-])=O.[Na+].[F:18][C:19]([F:28])([F:27])[C:20]1[N:21]=[C:22]([CH:25]=[O:26])[NH:23][CH:24]=1. The catalyst class is: 107. Product: [F:28][C:19]([F:18])([F:27])[C:20]1[N:21]=[C:22]([C:25]([OH:1])=[O:26])[NH:23][CH:24]=1. (5) Reactant: [NH2:1][C:2]1[CH:3]=[CH:4][C:5]([Cl:9])=[C:6]([OH:8])[CH:7]=1.[C:10](O[C:10]([O:12][C:13]([CH3:16])([CH3:15])[CH3:14])=[O:11])([O:12][C:13]([CH3:16])([CH3:15])[CH3:14])=[O:11]. Product: [C:13]([O:12][C:10](=[O:11])[NH:1][C:2]1[CH:3]=[CH:4][C:5]([Cl:9])=[C:6]([OH:8])[CH:7]=1)([CH3:16])([CH3:15])[CH3:14]. The catalyst class is: 49. (6) Reactant: C(N(CC)CC)C.[CH:8]([C:10]1[C:18]2[C:13](=[CH:14][CH:15]=[CH:16][CH:17]=2)[N:12](C(OC(C)(C)C)=O)[CH:11]=1)=[O:9].[CH3:26][O:27][C:28]1[CH:29]=[C:30]([CH:41]=[C:42]([O:44][CH3:45])[CH:43]=1)[N:31]=[CH:32][C:33]1[CH:34]=[N:35][C:36]([O:39][CH3:40])=[CH:37][CH:38]=1. Product: [CH3:26][O:27][C:28]1[CH:29]=[C:30]([NH:31][CH:32]([C:33]2[CH:34]=[N:35][C:36]([O:39][CH3:40])=[CH:37][CH:38]=2)[C:8]([C:10]2[C:18]3[C:13](=[CH:14][CH:15]=[CH:16][CH:17]=3)[NH:12][CH:11]=2)=[O:9])[CH:41]=[C:42]([O:44][CH3:45])[CH:43]=1. The catalyst class is: 433. (7) Reactant: Br[C:2]1[CH:3]=[N:4][CH:5]=[C:6]([Br:8])[CH:7]=1.O1CCOCC1.[NH:15]1[CH2:20][CH2:19][O:18][CH2:17][CH2:16]1.CC(C)([O-])C.[Na+]. Product: [Br:8][C:6]1[CH:7]=[C:2]([N:15]2[CH2:20][CH2:19][O:18][CH2:17][CH2:16]2)[CH:3]=[N:4][CH:5]=1. The catalyst class is: 73.